Predict which catalyst facilitates the given reaction. From a dataset of Catalyst prediction with 721,799 reactions and 888 catalyst types from USPTO. Product: [CH2:62]([O:61][NH:64][C:27](=[O:29])[C:26]1[CH:30]=[C:31]([O:33][CH3:34])[CH:32]=[C:24]([C:14]2[C:13](=[O:35])[N:12]([CH2:10][CH3:11])[C:17]3[N:18]=[C:19]([S:22][CH3:23])[N:20]=[CH:21][C:16]=3[CH:15]=2)[CH:25]=1)[CH3:63]. Reactant: CCN(C(C)C)C(C)C.[CH2:10]([N:12]1[C:17]2[N:18]=[C:19]([S:22][CH3:23])[N:20]=[CH:21][C:16]=2[CH:15]=[C:14]([C:24]2[CH:25]=[C:26]([CH:30]=[C:31]([O:33][CH3:34])[CH:32]=2)[C:27]([OH:29])=O)[C:13]1=[O:35])[CH3:11].CN(C(ON1N=NC2C=CC=NC1=2)=[N+](C)C)C.F[P-](F)(F)(F)(F)F.Cl.[O:61]([NH2:64])[CH2:62][CH3:63]. The catalyst class is: 3.